From a dataset of NCI-60 drug combinations with 297,098 pairs across 59 cell lines. Regression. Given two drug SMILES strings and cell line genomic features, predict the synergy score measuring deviation from expected non-interaction effect. (1) Drug 1: C1=CC(=CC=C1C#N)C(C2=CC=C(C=C2)C#N)N3C=NC=N3. Drug 2: CC1=CC=C(C=C1)C2=CC(=NN2C3=CC=C(C=C3)S(=O)(=O)N)C(F)(F)F. Cell line: SK-MEL-5. Synergy scores: CSS=0.699, Synergy_ZIP=0.611, Synergy_Bliss=1.09, Synergy_Loewe=1.79, Synergy_HSA=-0.578. (2) Drug 1: CN1C(=O)N2C=NC(=C2N=N1)C(=O)N. Drug 2: CC1CCC2CC(C(=CC=CC=CC(CC(C(=O)C(C(C(=CC(C(=O)CC(OC(=O)C3CCCCN3C(=O)C(=O)C1(O2)O)C(C)CC4CCC(C(C4)OC)OCCO)C)C)O)OC)C)C)C)OC. Cell line: U251. Synergy scores: CSS=2.51, Synergy_ZIP=7.91, Synergy_Bliss=14.8, Synergy_Loewe=4.85, Synergy_HSA=5.08. (3) Drug 1: CN(C)N=NC1=C(NC=N1)C(=O)N. Drug 2: COCCOC1=C(C=C2C(=C1)C(=NC=N2)NC3=CC=CC(=C3)C#C)OCCOC.Cl. Cell line: RPMI-8226. Synergy scores: CSS=6.61, Synergy_ZIP=-1.51, Synergy_Bliss=2.52, Synergy_Loewe=-1.07, Synergy_HSA=-0.169.